This data is from NCI-60 drug combinations with 297,098 pairs across 59 cell lines. The task is: Regression. Given two drug SMILES strings and cell line genomic features, predict the synergy score measuring deviation from expected non-interaction effect. (1) Drug 1: CCC1=CC2CC(C3=C(CN(C2)C1)C4=CC=CC=C4N3)(C5=C(C=C6C(=C5)C78CCN9C7C(C=CC9)(C(C(C8N6C)(C(=O)OC)O)OC(=O)C)CC)OC)C(=O)OC.C(C(C(=O)O)O)(C(=O)O)O. Drug 2: C1=C(C(=O)NC(=O)N1)N(CCCl)CCCl. Cell line: EKVX. Synergy scores: CSS=33.8, Synergy_ZIP=-3.13, Synergy_Bliss=-5.64, Synergy_Loewe=-22.9, Synergy_HSA=-4.08. (2) Drug 1: CCC1=C2CN3C(=CC4=C(C3=O)COC(=O)C4(CC)O)C2=NC5=C1C=C(C=C5)O. Drug 2: CC1C(C(CC(O1)OC2CC(CC3=C2C(=C4C(=C3O)C(=O)C5=CC=CC=C5C4=O)O)(C(=O)C)O)N)O. Cell line: HOP-92. Synergy scores: CSS=64.1, Synergy_ZIP=-3.09, Synergy_Bliss=-4.56, Synergy_Loewe=3.43, Synergy_HSA=4.68. (3) Drug 1: CN1CCC(CC1)COC2=C(C=C3C(=C2)N=CN=C3NC4=C(C=C(C=C4)Br)F)OC. Drug 2: CC1=C2C(C(=O)C3(C(CC4C(C3C(C(C2(C)C)(CC1OC(=O)C(C(C5=CC=CC=C5)NC(=O)C6=CC=CC=C6)O)O)OC(=O)C7=CC=CC=C7)(CO4)OC(=O)C)O)C)OC(=O)C. Cell line: NCI-H226. Synergy scores: CSS=39.7, Synergy_ZIP=0.130, Synergy_Bliss=3.77, Synergy_Loewe=-25.9, Synergy_HSA=5.55. (4) Drug 1: CCC1=CC2CC(C3=C(CN(C2)C1)C4=CC=CC=C4N3)(C5=C(C=C6C(=C5)C78CCN9C7C(C=CC9)(C(C(C8N6C)(C(=O)OC)O)OC(=O)C)CC)OC)C(=O)OC.C(C(C(=O)O)O)(C(=O)O)O. Drug 2: CNC(=O)C1=NC=CC(=C1)OC2=CC=C(C=C2)NC(=O)NC3=CC(=C(C=C3)Cl)C(F)(F)F. Cell line: BT-549. Synergy scores: CSS=61.9, Synergy_ZIP=7.80, Synergy_Bliss=9.45, Synergy_Loewe=-11.4, Synergy_HSA=9.42. (5) Drug 1: C1=NC2=C(N=C(N=C2N1C3C(C(C(O3)CO)O)O)F)N. Drug 2: C(CN)CNCCSP(=O)(O)O. Synergy scores: CSS=-2.07, Synergy_ZIP=-2.56, Synergy_Bliss=-4.60, Synergy_Loewe=-7.25, Synergy_HSA=-7.28. Cell line: SK-OV-3. (6) Drug 1: CC1CCC2CC(C(=CC=CC=CC(CC(C(=O)C(C(C(=CC(C(=O)CC(OC(=O)C3CCCCN3C(=O)C(=O)C1(O2)O)C(C)CC4CCC(C(C4)OC)O)C)C)O)OC)C)C)C)OC. Drug 2: C(CCl)NC(=O)N(CCCl)N=O. Cell line: SF-295. Synergy scores: CSS=12.9, Synergy_ZIP=-2.18, Synergy_Bliss=-1.52, Synergy_Loewe=-13.5, Synergy_HSA=-1.92. (7) Drug 1: CC1=C(C=C(C=C1)NC2=NC=CC(=N2)N(C)C3=CC4=NN(C(=C4C=C3)C)C)S(=O)(=O)N.Cl. Drug 2: C1=C(C(=O)NC(=O)N1)F. Cell line: HL-60(TB). Synergy scores: CSS=49.9, Synergy_ZIP=1.69, Synergy_Bliss=-10.5, Synergy_Loewe=-25.6, Synergy_HSA=-22.0.